This data is from Forward reaction prediction with 1.9M reactions from USPTO patents (1976-2016). The task is: Predict the product of the given reaction. (1) Given the reactants [F:1][CH:2]([F:23])[O:3][C:4]1[CH:9]=[CH:8][C:7]([C:10]2[CH:11]=[C:12]3[C:16](=[CH:17][CH:18]=2)[C:15](=[O:19])[O:14][CH2:13]3)=[C:6]([OH:20])[C:5]=1[O:21][CH3:22].C(=O)([O-])[O-].[K+].[K+].[CH2:30](Br)[CH2:31][CH3:32], predict the reaction product. The product is: [F:23][CH:2]([F:1])[O:3][C:4]1[CH:9]=[CH:8][C:7]([C:10]2[CH:11]=[C:12]3[C:16](=[CH:17][CH:18]=2)[C:15](=[O:19])[O:14][CH2:13]3)=[C:6]([O:20][CH2:30][CH2:31][CH3:32])[C:5]=1[O:21][CH3:22]. (2) The product is: [CH2:1]([C:5]1[N:6]([C:17]2[CH:22]=[CH:21][C:20]([O:23][C:24]3[CH:25]=[CH:26][C:27]([Cl:30])=[CH:28][CH:29]=3)=[CH:19][CH:18]=2)[CH:7]=[C:8]([C:10]2[CH:11]=[CH:12][C:13]([O:16][CH2:48][C@H:49]3[CH2:50][O:51]3)=[CH:14][CH:15]=2)[N:9]=1)[CH2:2][CH2:3][CH3:4]. Given the reactants [CH2:1]([C:5]1[N:6]([C:17]2[CH:22]=[CH:21][C:20]([O:23][C:24]3[CH:29]=[CH:28][C:27]([Cl:30])=[CH:26][CH:25]=3)=[CH:19][CH:18]=2)[CH:7]=[C:8]([C:10]2[CH:15]=[CH:14][C:13]([OH:16])=[CH:12][CH:11]=2)[N:9]=1)[CH2:2][CH2:3][CH3:4].C([O-])([O-])=O.[Cs+].[Cs+].CC1C=CC(S(O[CH2:48][C@@H:49]2[O:51][CH2:50]2)(=O)=O)=CC=1.C1(O)C=CC=CC=1, predict the reaction product.